This data is from Full USPTO retrosynthesis dataset with 1.9M reactions from patents (1976-2016). The task is: Predict the reactants needed to synthesize the given product. (1) Given the product [C:11]1([NH:10][C:2]2[CH:9]=[CH:8][CH:7]=[CH:6][C:3]=2[C:4]#[N:5])[CH:16]=[CH:15][CH:14]=[CH:13][CH:12]=1, predict the reactants needed to synthesize it. The reactants are: Br[C:2]1[CH:9]=[CH:8][CH:7]=[CH:6][C:3]=1[C:4]#[N:5].[NH2:10][C:11]1[CH:16]=[CH:15][CH:14]=[CH:13][CH:12]=1.CC1(C)C2C(=C(P(C3C=CC=CC=3)C3C=CC=CC=3)C=CC=2)OC2C(P(C3C=CC=CC=3)C3C=CC=CC=3)=CC=CC1=2.C(=O)([O-])[O-].[Cs+].[Cs+]. (2) Given the product [CH2:28]([N:3]1[N:2]=[N:1][C:5]([C:6]2[CH:7]=[C:8]([C:12]3[N:17]4[N:18]=[CH:19][C:20]([C:21]([C:23]5[S:24][CH:25]=[CH:26][CH:27]=5)=[O:22])=[C:16]4[N:15]=[CH:14][CH:13]=3)[CH:9]=[CH:10][CH:11]=2)=[N:4]1)[CH2:29][CH2:30][CH3:31], predict the reactants needed to synthesize it. The reactants are: [NH:1]1[C:5]([C:6]2[CH:7]=[C:8]([C:12]3[N:17]4[N:18]=[CH:19][C:20]([C:21]([C:23]5[S:24][CH:25]=[CH:26][CH:27]=5)=[O:22])=[C:16]4[N:15]=[CH:14][CH:13]=3)[CH:9]=[CH:10][CH:11]=2)=[N:4][N:3]=[N:2]1.[CH2:28](I)[CH2:29][CH2:30][CH3:31]. (3) Given the product [OH:1][C@H:2]([CH2:10][I:12])[CH2:3][C:4]([O:6][CH2:7][CH3:8])=[O:5], predict the reactants needed to synthesize it. The reactants are: [OH:1][C@@H:2]([CH3:10])[CH:3](Cl)[C:4]([O:6][CH2:7][CH3:8])=[O:5].[Na+].[I-:12]. (4) The reactants are: [C:1]([O:5][C:6](=[O:21])[NH:7][CH:8]([C:12]1[CH:17]=[CH:16][CH:15]=[C:14]([N+:18]([O-:20])=[O:19])[CH:13]=1)[CH2:9][CH2:10][OH:11])([CH3:4])([CH3:3])[CH3:2].C(N([CH2:27][CH3:28])CC)C.[C:29]1(C)[C:30]([S:35](Cl)(=[O:37])=[O:36])=[CH:31][CH:32]=C[CH:34]=1. Given the product [C:1]([O:5][C:6]([NH:7][CH:8]([C:12]1[CH:17]=[CH:16][CH:15]=[C:14]([N+:18]([O-:20])=[O:19])[CH:13]=1)[CH2:9][CH2:10][O:11][S:35]([C:30]1[CH:31]=[CH:32][C:27]([CH3:28])=[CH:34][CH:29]=1)(=[O:37])=[O:36])=[O:21])([CH3:4])([CH3:2])[CH3:3], predict the reactants needed to synthesize it. (5) Given the product [F:27][C:24]([F:25])([F:26])[C:20]1[CH:19]=[C:18]([CH:23]=[CH:22][CH:21]=1)[C:17]([NH:16][C:12]1[CH:11]=[C:10]([C:6]2[N:5]3[N:1]=[CH:2][CH:3]=[C:4]3[N:9]([C:30]([O:32][CH2:33][CH3:34])=[O:31])[CH2:8][CH:7]=2)[CH:15]=[CH:14][CH:13]=1)=[O:28], predict the reactants needed to synthesize it. The reactants are: [N:1]1[N:5]2[C:6]([C:10]3[CH:11]=[C:12]([NH:16][C:17](=[O:28])[C:18]4[CH:23]=[CH:22][CH:21]=[C:20]([C:24]([F:27])([F:26])[F:25])[CH:19]=4)[CH:13]=[CH:14][CH:15]=3)=[CH:7][CH2:8][NH:9][C:4]2=[CH:3][CH:2]=1.Cl[C:30]([O:32][CH2:33][CH3:34])=[O:31]. (6) Given the product [Br:18][C:7]1[S:8][C:9]([C:12]2[CH:17]=[CH:16][CH:15]=[CH:14][CH:13]=2)=[N:10][N:11]=1, predict the reactants needed to synthesize it. The reactants are: S(O)(O)(=O)=O.N[C:7]1[S:8][C:9]([C:12]2[CH:17]=[CH:16][CH:15]=[CH:14][CH:13]=2)=[N:10][N:11]=1.[BrH:18].N([O-])=O.[Na+]. (7) Given the product [F:1][C:2]([F:7])([F:6])[C:3]([OH:5])=[O:4].[NH2:14][C@@H:15]1[CH2:19][CH2:18][N:17]([C:20]2[N:28]=[C:27]3[C:23]([N:24]=[CH:25][N:26]3[C@H:29]3[C@H:33]([OH:34])[C@H:32]([OH:35])[C@@H:31]([C:36]4[O:40][N:39]=[C:38]([CH2:41][CH3:42])[CH:37]=4)[O:30]3)=[C:22]([NH:43][CH2:44][CH:45]([C:46]3[CH:47]=[CH:48][CH:49]=[CH:50][CH:51]=3)[C:52]3[CH:53]=[CH:54][CH:55]=[CH:56][CH:57]=3)[N:21]=2)[CH2:16]1, predict the reactants needed to synthesize it. The reactants are: [F:1][C:2]([F:7])([F:6])[C:3]([OH:5])=[O:4].C(OC(=O)[NH:14][C@@H:15]1[CH2:19][CH2:18][N:17]([C:20]2[N:28]=[C:27]3[C:23]([N:24]=[CH:25][N:26]3[C@H:29]3[C@H:33]([OH:34])[C@H:32]([OH:35])[C@@H:31]([C:36]4[O:40][N:39]=[C:38]([CH2:41][CH3:42])[CH:37]=4)[O:30]3)=[C:22]([NH:43][CH2:44][CH:45]([C:52]3[CH:57]=[CH:56][CH:55]=[CH:54][CH:53]=3)[C:46]3[CH:51]=[CH:50][CH:49]=[CH:48][CH:47]=3)[N:21]=2)[CH2:16]1)(C)(C)C.C(OC(=O)N[C@@H]1CCNC1)(C)(C)C. (8) Given the product [CH2:1]([O:3][C:4]([C:5]1[C:9]([C:11]2[CH:16]=[CH:15][N:14]=[CH:13][CH:12]=2)=[N:19][NH:20][C:6]=1[CH3:7])=[O:17])[CH3:2], predict the reactants needed to synthesize it. The reactants are: [CH2:1]([O:3][C:4](=[O:17])[CH:5]([C:9]([C:11]1[CH:16]=[CH:15][N:14]=[CH:13][CH:12]=1)=O)[C:6](=O)[CH3:7])[CH3:2].Cl.[NH2:19][NH2:20].Cl.C([O-])(O)=O.[Na+]. (9) Given the product [Cl:26][C:23]1[CH:24]=[CH:25][C:20]([C:10]2[N:11]=[C:12]([N:14]3[CH:18]=[CH:17][N:16]=[C:15]3[CH3:19])[O:13][C:9]=2[CH2:8][CH2:7][CH2:6][O:5][C:28]2[CH:33]=[CH:32][C:31]([CH2:34][C:35]#[N:36])=[CH:30][CH:29]=2)=[CH:21][CH:22]=1, predict the reactants needed to synthesize it. The reactants are: CS([O:5][CH2:6][CH2:7][CH2:8][C:9]1[O:13][C:12]([N:14]2[CH:18]=[CH:17][N:16]=[C:15]2[CH3:19])=[N:11][C:10]=1[C:20]1[CH:25]=[CH:24][C:23]([Cl:26])=[CH:22][CH:21]=1)(=O)=O.O[C:28]1[CH:33]=[CH:32][C:31]([CH2:34][C:35]#[N:36])=[CH:30][CH:29]=1.C(=O)([O-])[O-].[K+].[K+].CN(C)C=O.